From a dataset of Full USPTO retrosynthesis dataset with 1.9M reactions from patents (1976-2016). Predict the reactants needed to synthesize the given product. Given the product [C:32]([O:31][C:29]([N:36]1[CH2:41][CH2:40][N:39]([C:26]([C:4]2[C:5]3[C:10](/[CH:11]=[CH:12]/[C:13]4[CH:18]=[CH:17][C:16]([Cl:19])=[CH:15][CH:14]=4)=[N:9][N:8]([CH:20]4[CH2:25][CH2:24][CH2:23][CH2:22][O:21]4)[C:6]=3[N:7]=[C:2]([Cl:1])[CH:3]=2)=[O:28])[CH2:38][CH2:37]1)=[O:30])([CH3:35])([CH3:33])[CH3:34], predict the reactants needed to synthesize it. The reactants are: [Cl:1][C:2]1[CH:3]=[C:4]([C:26]([OH:28])=O)[C:5]2[C:10](/[CH:11]=[CH:12]/[C:13]3[CH:18]=[CH:17][C:16]([Cl:19])=[CH:15][CH:14]=3)=[N:9][N:8]([CH:20]3[CH2:25][CH2:24][CH2:23][CH2:22][O:21]3)[C:6]=2[N:7]=1.[C:29]([N:36]1[CH2:41][CH2:40][NH:39][CH2:38][CH2:37]1)([O:31][C:32]([CH3:35])([CH3:34])[CH3:33])=[O:30].ON1C2C=CC=CC=2N=N1.Cl.CN(C)CCCN=C=NCC.